Dataset: Full USPTO retrosynthesis dataset with 1.9M reactions from patents (1976-2016). Task: Predict the reactants needed to synthesize the given product. (1) Given the product [OH:1][CH:2]1[CH2:7][CH2:6][CH:5]([NH:8][C:9]2[C:10]3[N:11]([CH:17]=[CH:18][CH:19]=3)[N:12]=[CH:13][C:14]=2[C:15]([NH2:16])=[O:20])[CH2:4][CH2:3]1, predict the reactants needed to synthesize it. The reactants are: [OH:1][CH:2]1[CH2:7][CH2:6][CH:5]([NH:8][C:9]2[C:10]3[N:11]([CH:17]=[CH:18][CH:19]=3)[N:12]=[CH:13][C:14]=2[C:15]#[N:16])[CH2:4][CH2:3]1.[OH-:20].[NH4+].OO. (2) Given the product [C:27]([O:19][C:11]1[CH:10]=[C:9]([CH:8]=[CH:7][C:1]2[CH:2]=[CH:3][CH:4]=[CH:5][CH:6]=2)[CH:14]=[C:13]([O:15][C:25](=[O:31])[CH3:26])[C:12]=1[CH2:16][CH2:17][CH3:18])(=[O:29])[CH3:28], predict the reactants needed to synthesize it. The reactants are: [C:1]1([CH:7]=[CH:8][C:9]2[CH:10]=[C:11]([OH:19])[C:12]([CH2:16][CH2:17][CH3:18])=[C:13]([OH:15])[CH:14]=2)[CH:6]=[CH:5][CH:4]=[CH:3][CH:2]=1.C(N([CH2:25][CH3:26])CC)C.[C:27](Cl)(=[O:29])[CH3:28].[OH2:31]. (3) Given the product [C:35]([OH:40])(=[O:39])[CH:36]([CH3:38])[OH:37].[NH2:1][C:2]1[C:11]2[C:6](=[CH:7][CH:8]=[CH:9][C:10]=2[F:12])[NH:5][C:4](=[O:13])[C:3]=1[C:14]1[NH:18][C:17]2[CH:19]=[CH:20][C:21]([N:23]3[CH2:28][CH2:27][N:26]([CH3:29])[CH2:25][CH2:24]3)=[CH:22][C:16]=2[N:15]=1, predict the reactants needed to synthesize it. The reactants are: [NH2:1][C:2]1[C:11]2[C:6](=[CH:7][CH:8]=[CH:9][C:10]=2[F:12])[NH:5][C:4](=[O:13])[C:3]=1[C:14]1[NH:18][C:17]2[CH:19]=[CH:20][C:21]([N:23]3[CH2:28][CH2:27][N:26]([CH3:29])[CH2:25][CH2:24]3)=[CH:22][C:16]=2[N:15]=1.Cl(O)(=O)(=O)=O.[C:35]([OH:40])(=[O:39])[CH:36]([CH3:38])[OH:37]. (4) Given the product [CH3:3][P:4]([CH2:1][N:10]1[CH2:11][CH2:12][N:7]([C:13]([O:15][C:16]([CH3:19])([CH3:18])[CH3:17])=[O:14])[CH2:8][CH2:9]1)([CH3:5])=[O:6], predict the reactants needed to synthesize it. The reactants are: [CH2:1]=O.[CH3:3][PH:4](=[O:6])[CH3:5].[N:7]1([C:13]([O:15][C:16]([CH3:19])([CH3:18])[CH3:17])=[O:14])[CH2:12][CH2:11][NH:10][CH2:9][CH2:8]1.N#N. (5) The reactants are: [C:1]([C:3]1[CH:8]=[CH:7][CH:6]=[CH:5][C:4]=1[C:9]1[CH:14]=[CH:13][C:12]([CH2:15][CH:16]([C:22](=O)[CH2:23][CH2:24][CH3:25])[C:17](OCC)=[O:18])=[CH:11][CH:10]=1)#[N:2].[O:27]1[CH2:32][CH2:31][CH2:30][CH:29]([NH:33][C:34]2[NH:38][CH:37]=[N:36][N:35]=2)[CH2:28]1. Given the product [O:18]=[C:17]1[C:16]([CH2:15][C:12]2[CH:13]=[CH:14][C:9]([C:4]3[C:3]([C:1]#[N:2])=[CH:8][CH:7]=[CH:6][CH:5]=3)=[CH:10][CH:11]=2)=[C:22]([CH2:23][CH2:24][CH3:25])[N:35]2[N:36]=[CH:37][N:38]=[C:34]2[N:33]1[CH:29]1[CH2:30][CH2:31][CH2:32][O:27][CH2:28]1, predict the reactants needed to synthesize it. (6) Given the product [CH3:12][N:13]1[CH:17]=[C:16]([NH:18][C:2]2[N:7]=[C:6]([C:8]([OH:10])=[O:9])[CH:5]=[CH:4][N:3]=2)[CH:15]=[N:14]1, predict the reactants needed to synthesize it. The reactants are: Cl[C:2]1[N:7]=[C:6]([C:8]([OH:10])=[O:9])[CH:5]=[CH:4][N:3]=1.Cl.[CH3:12][N:13]1[CH:17]=[C:16]([NH2:18])[CH:15]=[N:14]1.Cl.COCCOC.